From a dataset of Reaction yield outcomes from USPTO patents with 853,638 reactions. Predict the reaction yield, written as a fraction of the theoretical maximum amount of product (1.0 means a 100% yield; for example, 0.34 means a 34% yield). (1) The reactants are [CH2:1]([C:3]([C:19]1[CH:24]=[CH:23][C:22]([OH:25])=[C:21]([CH3:26])[CH:20]=1)([C:6]1[CH:11]=[CH:10][C:9]([CH2:12][CH2:13][C:14]([OH:17])([CH3:16])[CH3:15])=[C:8]([CH3:18])[CH:7]=1)[CH2:4][CH3:5])[CH3:2].[F-].[Cs+].C([O-])([O-])=O.[Cs+].[Cs+].[CH2:35]1[O:37][C@H:36]1[CH2:38][OH:39]. The product is [CH2:1]([C:3]([C:19]1[CH:24]=[CH:23][C:22]([O:25][CH2:35][C@@H:36]([OH:37])[CH2:38][OH:39])=[C:21]([CH3:26])[CH:20]=1)([C:6]1[CH:11]=[CH:10][C:9]([CH2:12][CH2:13][C:14]([OH:17])([CH3:15])[CH3:16])=[C:8]([CH3:18])[CH:7]=1)[CH2:4][CH3:5])[CH3:2]. The yield is 0.470. The catalyst is C(Cl)Cl.CN(C=O)C. (2) The reactants are [CH2:1]([N:3]1[CH2:8][CH2:7][N:6]([C:9]2[CH:14]=[CH:13][C:12](B3OC(C)(C)C(C)(C)O3)=[CH:11][N:10]=2)[CH2:5][CH2:4]1)C.Cl[C:25]1[N:26]=[C:27]2[C:32](=[CH:33][CH:34]=1)[N:31]=[CH:30][C:29]1[CH:35]=[CH:36][C:37](=[O:49])[N:38]([C:39]3[CH:44]=[CH:43][CH:42]=[C:41]([C:45]([F:48])([F:47])[F:46])[CH:40]=3)[C:28]2=1.C(=O)([O-])[O-].[Na+].[Na+]. The catalyst is C1(P(C2C=CC=CC=2)C2C=CC=CC=2)C=CC=CC=1.C1(P(C2C=CC=CC=2)C2C=CC=CC=2)C=CC=CC=1.C1(P(C2C=CC=CC=2)C2C=CC=CC=2)C=CC=CC=1.C1(P(C2C=CC=CC=2)C2C=CC=CC=2)C=CC=CC=1.[Pd]. The product is [CH3:1][N:3]1[CH2:4][CH2:5][N:6]([C:9]2[N:10]=[CH:11][C:12]([C:25]3[N:26]=[C:27]4[C:32](=[CH:33][CH:34]=3)[N:31]=[CH:30][C:29]3[CH:35]=[CH:36][C:37](=[O:49])[N:38]([C:39]5[CH:44]=[CH:43][CH:42]=[C:41]([C:45]([F:47])([F:46])[F:48])[CH:40]=5)[C:28]4=3)=[CH:13][CH:14]=2)[CH2:7][CH2:8]1. The yield is 0.556. (3) The reactants are Cl[CH:2]([CH:14]1[CH2:19][CH2:18][CH2:17][CH2:16][CH2:15]1)[C:3]1[O:4][C:5]2[CH:12]=[CH:11][C:10]([F:13])=[CH:9][C:6]=2[C:7]=1[CH3:8].[NH2:20][C:21]1[CH:26]=[CH:25][C:24]([C:27]([NH:29][CH2:30][CH2:31][C:32]([O:34]CC)=[O:33])=[O:28])=[CH:23][CH:22]=1. No catalyst specified. The product is [CH:14]1([CH:2]([NH:20][C:21]2[CH:22]=[CH:23][C:24]([C:27]([NH:29][CH2:30][CH2:31][C:32]([OH:34])=[O:33])=[O:28])=[CH:25][CH:26]=2)[C:3]2[O:4][C:5]3[CH:12]=[CH:11][C:10]([F:13])=[CH:9][C:6]=3[C:7]=2[CH3:8])[CH2:19][CH2:18][CH2:17][CH2:16][CH2:15]1. The yield is 0.500. (4) The reactants are Cl[CH2:2][CH2:3][N:4]1[CH2:9][CH2:8][O:7][CH2:6][CH2:5]1.[Br:10][C:11]1[CH:16]=[CH:15][C:14]([OH:17])=[CH:13][CH:12]=1.C([O-])([O-])=O.[K+].[K+]. The catalyst is C(#N)C. The product is [Br:10][C:11]1[CH:16]=[CH:15][C:14]([O:17][CH2:2][CH2:3][N:4]2[CH2:9][CH2:8][O:7][CH2:6][CH2:5]2)=[CH:13][CH:12]=1. The yield is 1.00.